This data is from Catalyst prediction with 721,799 reactions and 888 catalyst types from USPTO. The task is: Predict which catalyst facilitates the given reaction. (1) Reactant: [C:1]([Si:5]([CH3:55])([CH3:54])[O:6][C@@H:7]1[C@H:11]([O:12][Si:13]([C:16]([CH3:19])([CH3:18])[CH3:17])([CH3:15])[CH3:14])[C@@H:10]([CH2:20][O:21][Si:22]([C:25]([CH3:28])([CH3:27])[CH3:26])([CH3:24])[CH3:23])[O:9][C@H:8]1[N:29]1[C:38]2[N:37]=[CH:36][N:35]=[C:33]([NH2:34])[C:32]=2[N:31]=[C:30]1[NH:39][CH2:40][C:41]1[CH:46]=[CH:45][C:44]([C:47]2[CH:52]=[CH:51][CH:50]=[CH:49][CH:48]=2)=[CH:43][C:42]=1[OH:53])([CH3:4])([CH3:3])[CH3:2].O[CH2:57][CH2:58][NH:59][C:60](=[O:69])[O:61][CH2:62][C:63]1[CH:68]=[CH:67][CH:66]=[CH:65][CH:64]=1.C1(P(C2C=CC=CC=2)C2C=CC=CC=2)C=CC=CC=1.N(C(OC(C)C)=O)=NC(OC(C)C)=O. Product: [CH2:62]([O:61][C:60]([NH:59][CH2:58][CH2:57][O:53][C:42]1[CH:43]=[C:44]([C:47]2[CH:52]=[CH:51][CH:50]=[CH:49][CH:48]=2)[CH:45]=[CH:46][C:41]=1[CH2:40][NH:39][C:30]1[N:29]([C:38]2[N:37]=[CH:36][N:35]=[C:33]([NH2:34])[C:32]=2[N:31]=1)[C@@H:8]1[O:9][C@H:10]([CH2:20][O:21][Si:22]([C:25]([CH3:28])([CH3:27])[CH3:26])([CH3:23])[CH3:24])[C@@H:11]([O:12][Si:13]([C:16]([CH3:19])([CH3:18])[CH3:17])([CH3:15])[CH3:14])[C@H:7]1[O:6][Si:5]([C:1]([CH3:2])([CH3:3])[CH3:4])([CH3:55])[CH3:54])=[O:69])[C:63]1[CH:68]=[CH:67][CH:66]=[CH:65][CH:64]=1. The catalyst class is: 7. (2) The catalyst class is: 57. Product: [Br:1][C:2]1[N:7]=[CH:6][C:5]([NH:8][C:10]2[CH:18]=[CH:17][C:16]([Cl:19])=[CH:15][C:11]=2[C:12]([OH:14])=[O:13])=[CH:4][CH:3]=1. Reactant: [Br:1][C:2]1[N:7]=[CH:6][C:5]([NH2:8])=[CH:4][CH:3]=1.Cl[C:10]1[CH:18]=[CH:17][C:16]([Cl:19])=[CH:15][C:11]=1[C:12]([OH:14])=[O:13].C([O-])([O-])=O.[K+].[K+].O. (3) Reactant: [CH3:1][O:2][C:3](=[O:22])[C:4]1[CH:9]=[CH:8][C:7]([S:10][C:11]2[CH:16]=[CH:15][C:14]([O:17][CH3:18])=[CH:13][CH:12]=2)=[C:6]([N+:19]([O-])=O)[CH:5]=1.[Cl-].[NH4+].CO.O1CCCC1. Product: [CH3:1][O:2][C:3](=[O:22])[C:4]1[CH:9]=[CH:8][C:7]([S:10][C:11]2[CH:16]=[CH:15][C:14]([O:17][CH3:18])=[CH:13][CH:12]=2)=[C:6]([NH2:19])[CH:5]=1. The catalyst class is: 150. (4) Reactant: C([O:3][C:4]([C:6]1([C:9]2[CH:14]=[CH:13][C:12]([C:15]3[CH:20]=[CH:19][C:18]([C:21]4[S:22][C:23]([F:38])=[CH:24][C:25]=4[NH:26][C:27]([O:29][C@@H:30]([C:32]4[C:36]([CH3:37])=[CH:35][S:34][CH:33]=4)[CH3:31])=[O:28])=[CH:17][CH:16]=3)=[CH:11][CH:10]=2)[CH2:8][CH2:7]1)=[O:5])C.[OH-].[Na+].Cl. Product: [F:38][C:23]1[S:22][C:21]([C:18]2[CH:19]=[CH:20][C:15]([C:12]3[CH:11]=[CH:10][C:9]([C:6]4([C:4]([OH:5])=[O:3])[CH2:8][CH2:7]4)=[CH:14][CH:13]=3)=[CH:16][CH:17]=2)=[C:25]([NH:26][C:27]([O:29][C@@H:30]([C:32]2[C:36]([CH3:37])=[CH:35][S:34][CH:33]=2)[CH3:31])=[O:28])[CH:24]=1. The catalyst class is: 32. (5) Reactant: C(Cl)(=O)C.C(OC(=O)[NH:11][C@H:12]1[C@H:21]([O:22][CH3:23])[CH2:20][C:19]2[C:14](=[CH:15][C:16]([C:24](=[O:26])[NH2:25])=[CH:17][CH:18]=2)[C:13]1([CH2:29][CH3:30])[CH2:27][CH3:28])(C)(C)C. Product: [NH2:11][C@@H:12]1[C:13]([CH2:27][CH3:28])([CH2:29][CH3:30])[C:14]2[CH:15]=[C:16]([C:24]([NH2:25])=[O:26])[CH:17]=[CH:18][C:19]=2[CH2:20][C@H:21]1[O:22][CH3:23]. The catalyst class is: 8. (6) Reactant: [S:1]1[CH:5]=[CH:4][C:3]2[C:6](=O)[C:7]3[S:8][CH:9]=[CH:10][C:11]=3[C:12](=[O:13])[C:2]1=2.[BH4-].[Na+].[OH-].[K+].S([O:24][CH3:25])(OC)(=O)=O.[CH2:26](OCC)C. Product: [CH3:26][O:13][C:12]1[C:2]2[S:1][CH:5]=[CH:4][C:3]=2[C:6]([O:24][CH3:25])=[C:7]2[S:8][CH:9]=[CH:10][C:11]=12. The catalyst class is: 97.